Dataset: Forward reaction prediction with 1.9M reactions from USPTO patents (1976-2016). Task: Predict the product of the given reaction. (1) The product is: [CH3:29][N:6]1[CH:7]=[C:8]([NH:10][C:11]([C:13]2[C:14]([C:19]3[CH:24]=[CH:23][C:22]([C:25]([F:27])([F:28])[F:26])=[CH:21][CH:20]=3)=[CH:15][CH:16]=[CH:17][CH:18]=2)=[O:12])[CH:9]=[C:5]1[C:3]([OH:4])=[O:2]. Given the reactants C[O:2][C:3]([C:5]1[N:6]([CH3:29])[CH:7]=[C:8]([NH:10][C:11]([C:13]2[C:14]([C:19]3[CH:24]=[CH:23][C:22]([C:25]([F:28])([F:27])[F:26])=[CH:21][CH:20]=3)=[CH:15][CH:16]=[CH:17][CH:18]=2)=[O:12])[CH:9]=1)=[O:4].[Li+].[OH-], predict the reaction product. (2) Given the reactants Cl[C:2]1[N:7]=[CH:6][C:5]([C:8]([OH:10])=O)=[CH:4][N:3]=1.O.[Cl-].[CH3:13][O:14]C1N=C(OC)N=C([N+]2(C)CCOCC2)N=1.[NH2:30][C:31]1[CH:36]=[CH:35][C:34]([CH2:37][CH2:38][C@H:39]2[CH2:43][O:42][C:41]([NH2:44])=[N:40]2)=[CH:33][CH:32]=1, predict the reaction product. The product is: [NH2:44][C:41]1[O:42][CH2:43][C@H:39]([CH2:38][CH2:37][C:34]2[CH:35]=[CH:36][C:31]([NH:30][C:8]([C:5]3[CH:6]=[N:7][C:2]([O:14][CH3:13])=[N:3][CH:4]=3)=[O:10])=[CH:32][CH:33]=2)[N:40]=1. (3) Given the reactants [CH2:1]([O:3][C:4](=[O:15])[C:5]([C:10]([CH:12]1[CH2:14][CH2:13]1)=O)=[CH:6][N:7](C)C)[CH3:2].Cl.[Br:17][C:18]1[CH:23]=[CH:22][C:21]([NH:24]N)=[CH:20][CH:19]=1.CCN(C(C)C)C(C)C, predict the reaction product. The product is: [Br:17][C:18]1[CH:23]=[CH:22][C:21]([N:24]2[C:10]([CH:12]3[CH2:14][CH2:13]3)=[C:5]([C:4]([O:3][CH2:1][CH3:2])=[O:15])[CH:6]=[N:7]2)=[CH:20][CH:19]=1. (4) Given the reactants C[O:2][C:3]1[CH:8]=[CH:7][CH:6]=[CH:5][C:4]=1[CH2:9][CH2:10][NH:11][CH:12]1[CH2:21][CH2:20][CH2:19][C:18]2[N:17]=[C:16](C#N)[CH:15]=[CH:14][C:13]1=2.[C:24](=[O:27])(O)[O-:25].[Na+], predict the reaction product. The product is: [OH:2][C:3]1[CH:8]=[CH:7][CH:6]=[CH:5][C:4]=1[CH2:9][CH2:10][NH:11][CH:12]1[CH2:21][CH2:20][CH2:19][C:18]2[N:17]=[C:16]([C:24]([OH:25])=[O:27])[CH:15]=[CH:14][C:13]1=2. (5) Given the reactants [C:1]([C:3]1[S:4][C:5]2[C:11]([C:12]#[N:13])=[C:10](/[N:14]=[CH:15]/[N:16](C)C)[CH:9]=[CH:8][C:6]=2[N:7]=1)#[N:2].[N+:19]([C:22]1[CH:23]=[C:24]([CH:26]=[CH:27][C:28]=1[O:29][CH3:30])N)([O-:21])=[O:20].[K+].[Br-], predict the reaction product. The product is: [CH3:30][O:29][C:28]1[CH:27]=[CH:26][C:24]([NH:13][C:12]2[C:11]3[C:10](=[CH:9][CH:8]=[C:6]4[N:7]=[C:3]([C:1]#[N:2])[S:4][C:5]4=3)[N:14]=[CH:15][N:16]=2)=[CH:23][C:22]=1[N+:19]([O-:21])=[O:20]. (6) The product is: [CH3:3][N+:4]([CH2:7][CH2:8][O:9][P:10]([O:13][CH2:14][CH2:15][CH2:16][CH2:17][CH2:18][CH2:19][CH2:20][CH2:21][CH2:22][CH2:23][CH2:24][CH2:25][CH2:26][CH2:27][CH2:28][CH2:29][CH2:30][CH2:31][C:32]1[CH:37]=[CH:36][C:35]([131I:1])=[CH:34][CH:33]=1)([O-:12])=[O:11])([CH3:6])[CH3:5]. Given the reactants [131I:1][131I].[CH3:3][N+:4]([CH2:7][CH2:8][O:9][P:10]([O:13][CH2:14][CH2:15][CH2:16][CH2:17][CH2:18][CH2:19][CH2:20][CH2:21][CH2:22][CH2:23][CH2:24][CH2:25][CH2:26][CH2:27][CH2:28][CH2:29][CH2:30][CH2:31][C:32]1[CH:37]=[CH:36][C:35](I)=[CH:34][CH:33]=1)([O-:12])=[O:11])([CH3:6])[CH3:5], predict the reaction product. (7) Given the reactants Cl[CH2:2][CH2:3][CH2:4][OH:5].[N+:6]([C:9]1[CH:14]=[CH:13][C:12]([OH:15])=[CH:11][CH:10]=1)([O-:8])=[O:7].[OH-].[K+].[OH-].[Na+], predict the reaction product. The product is: [N+:6]([C:9]1[CH:14]=[CH:13][C:12]([O:15][CH2:2][CH2:3][CH2:4][OH:5])=[CH:11][CH:10]=1)([O-:8])=[O:7].